From a dataset of Forward reaction prediction with 1.9M reactions from USPTO patents (1976-2016). Predict the product of the given reaction. (1) Given the reactants [Cl:1][C:2]1[CH:3]=[C:4]([NH:9][S:10]([C:13]2[CH:22]=[CH:21][C:20]([O:23][CH3:24])=[C:19]3[C:14]=2[CH2:15][CH2:16][C@H:17]([NH:25]C(=O)C(F)(F)F)[CH2:18]3)(=[O:12])=[O:11])[CH:5]=[CH:6][C:7]=1[F:8].[OH-].[Na+].Cl.C(=O)([O-])O.[Na+], predict the reaction product. The product is: [NH2:25][C@H:17]1[CH2:16][CH2:15][C:14]2[C:13]([S:10]([NH:9][C:4]3[CH:5]=[CH:6][C:7]([F:8])=[C:2]([Cl:1])[CH:3]=3)(=[O:11])=[O:12])=[CH:22][CH:21]=[C:20]([O:23][CH3:24])[C:19]=2[CH2:18]1. (2) The product is: [NH2:4][C:5]1[S:6][C:7]2[C:18]([O:19][CH3:20])=[CH:17][CH:16]=[CH:15][C:8]=2[C:9]=1[C:10]([OH:12])=[O:11]. Given the reactants C([NH:4][C:5]1[S:6][C:7]2[C:18]([O:19][CH3:20])=[CH:17][CH:16]=[CH:15][C:8]=2[C:9]=1[C:10]([O:12]CC)=[O:11])(=O)C.[OH-].[Na+], predict the reaction product. (3) Given the reactants [F:1][C:2]1[CH:3]=[C:4]([CH:7]=[C:8]([F:12])[C:9]=1[CH2:10]O)[C:5]#[N:6].P(Br)(Br)[Br:14], predict the reaction product. The product is: [Br:14][CH2:10][C:9]1[C:2]([F:1])=[CH:3][C:4]([C:5]#[N:6])=[CH:7][C:8]=1[F:12]. (4) Given the reactants [CH3:1][N:2]1[CH2:7][CH2:6][NH:5][CH2:4][CH2:3]1.[Br:8][C:9]1[O:13][C:12]([CH:14]=O)=[CH:11][CH:10]=1.C(O[BH-](OC(=O)C)OC(=O)C)(=O)C.[Na+].C([O-])([O-])=O.[Na+].[Na+], predict the reaction product. The product is: [Br:8][C:9]1[O:13][C:12]([CH2:14][N:5]2[CH2:6][CH2:7][N:2]([CH3:1])[CH2:3][CH2:4]2)=[CH:11][CH:10]=1. (5) Given the reactants [NH2:1][C:2]1[CH:10]=[CH:9][C:8]([Cl:11])=[CH:7][C:3]=1[C:4](O)=[O:5].[NH2:12][C:13](N)=[O:14], predict the reaction product. The product is: [Cl:11][C:8]1[CH:7]=[C:3]2[C:2](=[CH:10][CH:9]=1)[NH:1][C:13](=[O:14])[NH:12][C:4]2=[O:5]. (6) Given the reactants [N:1]1([C:13](=[O:14])[C:12]2[N:10]([CH3:11])[CH:9]=[N:8][C:7]=2[N:5]([CH3:6])[C:3]1=[O:4])[CH3:2].[C:15]([O-:23])(=[O:22])[C:16]1[CH:21]=[CH:20][CH:19]=[CH:18][CH:17]=1.[Na+:24], predict the reaction product. The product is: [N:1]1([C:13](=[O:14])[C:12]2[N:10]([CH3:11])[CH:9]=[N:8][C:7]=2[N:5]([CH3:6])[C:3]1=[O:4])[CH3:2].[C:15]([O-:23])(=[O:22])[C:16]1[CH:21]=[CH:20][CH:19]=[CH:18][CH:17]=1.[Na+:24].